This data is from Reaction yield outcomes from USPTO patents with 853,638 reactions. The task is: Predict the reaction yield, written as a fraction of the theoretical maximum amount of product (1.0 means a 100% yield; for example, 0.34 means a 34% yield). (1) The reactants are O1CCCCC1[N:7]1[C:15]2[C:10](=[CH:11][C:12]([C:16]3[N:20]=[CH:19][N:18](C(C4C=CC=CC=4)(C4C=CC=CC=4)C4C=CC=CC=4)[N:17]=3)=[CH:13][CH:14]=2)[C:9]([C:40]2[CH:41]=[C:42]([CH:47]=[CH:48][CH:49]=2)[C:43](OC)=[O:44])=[N:8]1.[OH-].[Li+].ON1C2C=CC=CC=2N=N1.Cl.C(N=C=NCCCN(C)C)C.[CH3:74][O:75][CH2:76][CH2:77][NH2:78]. The catalyst is O1CCCC1.O.C(OCC)(=O)C.Cl.O1CCOCC1. The product is [NH:18]1[CH:19]=[N:20][C:16]([C:12]2[CH:11]=[C:10]3[C:15](=[CH:14][CH:13]=2)[NH:7][N:8]=[C:9]3[C:40]2[CH:41]=[C:42]([C:43]([NH:78][CH2:77][CH2:76][O:75][CH3:74])=[O:44])[CH:47]=[CH:48][CH:49]=2)=[N:17]1. The yield is 0.0900. (2) The product is [NH2:22][C:3]1[C:2]([F:1])=[C:10]([N:11]([CH3:18])[S:12]([CH2:15][CH2:16][CH3:17])(=[O:14])=[O:13])[CH:9]=[CH:8][C:7]=1[F:19]. The reactants are [F:1][C:2]1[C:10]([N:11]([CH3:18])[S:12]([CH2:15][CH2:16][CH3:17])(=[O:14])=[O:13])=[CH:9][CH:8]=[C:7]([F:19])[C:3]=1C(O)=O.C([N:22](CC)CC)C.C1C=CC(OP(OC2C=CC=CC=2)(N=[N+]=[N-])=O)=CC=1.C(=O)(O)[O-].[Na+]. The yield is 0.720. The catalyst is O1CCOCC1.C(OCC)(=O)C.O. (3) The reactants are [Cl:1][C:2]1[C:7]([C:8]([O:10][CH2:11][CH3:12])=[O:9])=[CH:6][N:5]=[C:4]2[N:13]([Si](C(C)C)(C(C)C)C(C)C)[CH:14]=[CH:15][C:3]=12.CCCC[N+](CCCC)(CCCC)CCCC.[F-]. The catalyst is C1COCC1. The product is [Cl:1][C:2]1[C:7]([C:8]([O:10][CH2:11][CH3:12])=[O:9])=[CH:6][N:5]=[C:4]2[NH:13][CH:14]=[CH:15][C:3]=12. The yield is 0.520. (4) The reactants are [CH3:1][N:2](C(ON1N=NC2C=CC=NC1=2)=[N+](C)C)C.F[P-](F)(F)(F)(F)F.[F:25][C:26]1[CH:31]=[CH:30][C:29]([NH:32][C:33]2[C:34]3[C:41]([CH3:42])=[C:40]([C:43]([O:45]C)=O)[S:39][C:35]=3[N:36]=[CH:37][N:38]=2)=[C:28]([O:47][CH:48]2[CH2:53][CH2:52][O:51][CH2:50][CH2:49]2)[CH:27]=1.CCN(C(C)C)C(C)C.CN. The catalyst is CN(C=O)C. The product is [F:25][C:26]1[CH:31]=[CH:30][C:29]([NH:32][C:33]2[C:34]3[C:41]([CH3:42])=[C:40]([C:43]([NH:2][CH3:1])=[O:45])[S:39][C:35]=3[N:36]=[CH:37][N:38]=2)=[C:28]([O:47][CH:48]2[CH2:49][CH2:50][O:51][CH2:52][CH2:53]2)[CH:27]=1. The yield is 0.460.